Dataset: Catalyst prediction with 721,799 reactions and 888 catalyst types from USPTO. Task: Predict which catalyst facilitates the given reaction. (1) Reactant: [CH2:1]([O:8][C:9]1[CH:24]=[C:23]([N:25]([CH2:37][C:38]2[CH:43]=[CH:42][C:41]([CH:44]3[CH2:49][CH2:48][CH2:47][CH2:46][CH2:45]3)=[CH:40][CH:39]=2)[C:26](=[O:36])[CH2:27][N:28](C)[C:29](=O)C(F)(F)F)[CH:22]=[CH:21][C:10]=1[C:11]([O:13][CH2:14][C:15]1[CH:20]=[CH:19][CH:18]=[CH:17][CH:16]=1)=[O:12])[C:2]1[CH:7]=[CH:6][CH:5]=[CH:4][CH:3]=1.O[Li].O. Product: [CH2:1]([O:8][C:9]1[CH:24]=[C:23]([N:25]([CH2:37][C:38]2[CH:39]=[CH:40][C:41]([CH:44]3[CH2:49][CH2:48][CH2:47][CH2:46][CH2:45]3)=[CH:42][CH:43]=2)[C:26](=[O:36])[CH2:27][NH:28][CH3:29])[CH:22]=[CH:21][C:10]=1[C:11]([O:13][CH2:14][C:15]1[CH:20]=[CH:19][CH:18]=[CH:17][CH:16]=1)=[O:12])[C:2]1[CH:3]=[CH:4][CH:5]=[CH:6][CH:7]=1. The catalyst class is: 731. (2) Reactant: [H-].[Na+].COC(=O)[CH2:6][CH2:7][C:8]1[CH:16]=[CH:15][C:14]2[C:10](=[CH:11][N:12]([CH3:17])[N:13]=2)[C:9]=1[C:18]([O:20]C)=O.Cl.[OH-].[Na+]. Product: [CH3:17][N:12]1[CH:11]=[C:10]2[C:14]([CH:15]=[CH:16][C:8]3[CH2:7][CH2:6][C:18](=[O:20])[C:9]=32)=[N:13]1. The catalyst class is: 83. (3) Reactant: [F:1][C:2]1[CH:47]=[CH:46][C:5]([C:6]([NH:8][C@:9]([C:35]2[CH:40]=[CH:39][C:38]([F:41])=[C:37]([C:42]([F:45])([F:44])[F:43])[CH:36]=2)([C:21]2[CH:26]=[C:25]([O:27][C:28]([F:33])([F:32])[CH:29]([F:31])[F:30])[CH:24]=[C:23]([F:34])[CH:22]=2)[CH2:10][C:11]2[CH:20]=[CH:19][C:14]([C:15](OC)=[O:16])=[CH:13][CH:12]=2)=[O:7])=[CH:4][C:3]=1[C:48]([F:51])([F:50])[F:49].C([BH-](CC)CC)C.[Li+]. Product: [F:1][C:2]1[CH:47]=[CH:46][C:5]([C:6]([NH:8][C@:9]([C:35]2[CH:40]=[CH:39][C:38]([F:41])=[C:37]([C:42]([F:43])([F:44])[F:45])[CH:36]=2)([C:21]2[CH:26]=[C:25]([O:27][C:28]([F:33])([F:32])[CH:29]([F:30])[F:31])[CH:24]=[C:23]([F:34])[CH:22]=2)[CH2:10][C:11]2[CH:20]=[CH:19][C:14]([CH2:15][OH:16])=[CH:13][CH:12]=2)=[O:7])=[CH:4][C:3]=1[C:48]([F:51])([F:50])[F:49]. The catalyst class is: 1. (4) Reactant: [OH:1][C:2]1[C:3]2[N:4]([C:9]([C:13]([NH:15][CH2:16][C:17]([NH:22]C(=O)OC(C)(C)C)([CH3:21])[CH2:18][CH2:19][CH3:20])=[O:14])=[C:10]([CH3:12])[N:11]=2)[CH:5]=[C:6]([CH3:8])[CH:7]=1.[Cl:30][C:31]1[CH:38]=[CH:37][CH:36]=[CH:35][C:32]=1[CH2:33]Cl.C(=O)([O-])[O-].[Cs+].[Cs+].[I-].[K+].Cl. Product: [NH2:22][C:17]([CH3:21])([CH2:18][CH2:19][CH3:20])[CH2:16][NH:15][C:13]([C:9]1[N:4]2[CH:5]=[C:6]([CH3:8])[CH:7]=[C:2]([O:1][CH2:33][C:32]3[CH:35]=[CH:36][CH:37]=[CH:38][C:31]=3[Cl:30])[C:3]2=[N:11][C:10]=1[CH3:12])=[O:14]. The catalyst class is: 369. (5) Reactant: [F-].C[N+](C)(C)C.[F:7]C(F)([F:7])C([O-])=O.[CH3:14][O:15][C:16]1[CH:21]=[CH:20][C:19]([I+][C:19]2[CH:20]=[CH:21][C:16]([O:15][CH3:14])=[CH:17][CH:18]=2)=[CH:18][CH:17]=1. Product: [F:7][C:19]1[CH:20]=[CH:21][C:16]([O:15][CH3:14])=[CH:17][CH:18]=1. The catalyst class is: 48. (6) Reactant: [F:1][C:2]1[C:7]([O:8][CH3:9])=[C:6]([N+:10]([O-])=O)[CH:5]=[C:4]([F:13])[C:3]=1[N:14]1[CH2:19][CH2:18][N:17]([C:20]([O:22][C:23]([CH3:26])([CH3:25])[CH3:24])=[O:21])[CH2:16][CH2:15]1. Product: [NH2:10][C:6]1[CH:5]=[C:4]([F:13])[C:3]([N:14]2[CH2:15][CH2:16][N:17]([C:20]([O:22][C:23]([CH3:25])([CH3:26])[CH3:24])=[O:21])[CH2:18][CH2:19]2)=[C:2]([F:1])[C:7]=1[O:8][CH3:9]. The catalyst class is: 94. (7) Reactant: [NH2:1][CH:2]1[CH2:7][CH2:6][N:5]([C:8]([O:10][C:11]([CH3:14])([CH3:13])[CH3:12])=[O:9])[CH2:4][CH2:3]1.[CH3:15][S:16](Cl)(=[O:18])=[O:17].N1C=CC=CC=1.O. Product: [C:11]([O:10][C:8]([N:5]1[CH2:4][CH2:3][CH:2]([NH:1][S:16]([CH3:15])(=[O:18])=[O:17])[CH2:7][CH2:6]1)=[O:9])([CH3:14])([CH3:13])[CH3:12]. The catalyst class is: 4.